This data is from Peptide-MHC class I binding affinity with 185,985 pairs from IEDB/IMGT. The task is: Regression. Given a peptide amino acid sequence and an MHC pseudo amino acid sequence, predict their binding affinity value. This is MHC class I binding data. (1) The peptide sequence is MMHASTSPF. The MHC is HLA-A01:01 with pseudo-sequence HLA-A01:01. The binding affinity (normalized) is 0.0847. (2) The peptide sequence is IMSIGFEARI. The MHC is HLA-A02:02 with pseudo-sequence HLA-A02:02. The binding affinity (normalized) is 0.394. (3) The peptide sequence is YTNGTIRTAY. The MHC is HLA-A01:01 with pseudo-sequence HLA-A01:01. The binding affinity (normalized) is 0.725. (4) The peptide sequence is AYISSEATTPV. The MHC is HLA-A68:02 with pseudo-sequence HLA-A68:02. The binding affinity (normalized) is 0.531.